This data is from Forward reaction prediction with 1.9M reactions from USPTO patents (1976-2016). The task is: Predict the product of the given reaction. (1) Given the reactants [CH3:1][N:2]1[C:10]2[C:5](=[CH:6][CH:7]=[CH:8][C:9]=2[CH:11]=[O:12])[CH:4]=[CH:3]1.[BH4-].[Na+], predict the reaction product. The product is: [CH3:1][N:2]1[C:10]2[C:5](=[CH:6][CH:7]=[CH:8][C:9]=2[CH2:11][OH:12])[CH:4]=[CH:3]1. (2) Given the reactants [C:1]([O:5][C:6]([N:8]1[C:12]2[CH:13]=[CH:14][C:15]([O:17][CH3:18])=[CH:16][C:11]=2[N:10]=[C:9]1[C:19]1[CH:24]=[C:23](Br)[CH:22]=[CH:21][C:20]=1[F:26])=[O:7])([CH3:4])([CH3:3])[CH3:2].[CH2:27]([O:29][C:30]([CH:32]1[CH2:37][CH2:36][NH:35][CH2:34][CH2:33]1)=[O:31])[CH3:28].C(=O)([O-])[O-].[Cs+].[Cs+].C1C=CC(P(C2C(C3C(P(C4C=CC=CC=4)C4C=CC=CC=4)=CC=C4C=3C=CC=C4)=C3C(C=CC=C3)=CC=2)C2C=CC=CC=2)=CC=1, predict the reaction product. The product is: [C:1]([O:5][C:6]([N:8]1[C:12]2[CH:13]=[CH:14][C:15]([O:17][CH3:18])=[CH:16][C:11]=2[N:10]=[C:9]1[C:19]1[CH:24]=[C:23]([N:35]2[CH2:36][CH2:37][CH:32]([C:30]([O:29][CH2:27][CH3:28])=[O:31])[CH2:33][CH2:34]2)[CH:22]=[CH:21][C:20]=1[F:26])=[O:7])([CH3:4])([CH3:3])[CH3:2]. (3) Given the reactants [NH2:1][C:2]1[CH:7]=[CH:6][C:5]([CH2:8][C:9]([O:11][CH3:12])=[O:10])=[C:4]([F:13])[C:3]=1[OH:14].[F:15][C:16]1[CH:21]=[CH:20][C:19]([N:22]=[C:23]=S)=[C:18]([CH3:25])[CH:17]=1, predict the reaction product. The product is: [F:15][C:16]1[CH:21]=[CH:20][C:19]([NH:22][C:23]2[O:14][C:3]3[C:4]([F:13])=[C:5]([CH2:8][C:9]([O:11][CH3:12])=[O:10])[CH:6]=[CH:7][C:2]=3[N:1]=2)=[C:18]([CH3:25])[CH:17]=1. (4) Given the reactants C([O:3][C:4](=[O:28])[C:5]1[CH:10]=[CH:9][C:8]([CH:11]([NH:16][C:17]2[CH:18]=[N:19][C:20]3[C:25]([CH:26]=2)=[CH:24][CH:23]=[C:22](C)[CH:21]=3)[CH2:12][CH:13]([CH3:15])[CH3:14])=[CH:7][CH:6]=1)C.[OH-].[Na+].[CH2:31]1COCC1.CO, predict the reaction product. The product is: [CH3:15][CH:13]([CH3:14])[CH2:12][CH:11]([C:8]1[CH:9]=[CH:10][C:5]([C:4]([OH:3])=[O:28])=[CH:6][CH:7]=1)[NH:16][C:17]1[CH:18]=[N:19][C:20]2[C:25]([CH:26]=1)=[CH:24][CH:23]=[CH:22][C:21]=2[CH3:31]. (5) Given the reactants [CH3:1][O:2][C:3]1[CH:10]=[CH:9][C:6]([CH2:7][OH:8])=[CH:5][CH:4]=1.[H-].[Na+].[Br:13][C:14]1[CH:23]=[C:22]2[C:17]([C:18](Cl)=[N:19][CH:20]=[N:21]2)=[CH:16][CH:15]=1, predict the reaction product. The product is: [Br:13][C:14]1[CH:23]=[C:22]2[C:17]([C:18]([O:8][CH2:7][C:6]3[CH:9]=[CH:10][C:3]([O:2][CH3:1])=[CH:4][CH:5]=3)=[N:19][CH:20]=[N:21]2)=[CH:16][CH:15]=1. (6) The product is: [C:1]([C:5]1[CH:10]=[CH:9][C:8]([C:11]2[CH:16]=[CH:15][C:14]([CH2:17][C:18]3[N:19]([C:31]4[CH:36]=[CH:35][C:34]([NH:44][C@H:40]([CH2:39][CH3:38])[C:41]([OH:43])=[O:42])=[CH:33][CH:32]=4)[CH:20]=[C:21]([C:23]4[CH:28]=[CH:27][C:26]([Cl:29])=[CH:25][C:24]=4[Cl:30])[N:22]=3)=[CH:13][CH:12]=2)=[CH:7][CH:6]=1)([CH3:4])([CH3:3])[CH3:2]. Given the reactants [C:1]([C:5]1[CH:10]=[CH:9][C:8]([C:11]2[CH:16]=[CH:15][C:14]([CH2:17][C:18]3[N:19]([C:31]4[CH:36]=[CH:35][C:34](I)=[CH:33][CH:32]=4)[CH:20]=[C:21]([C:23]4[CH:28]=[CH:27][C:26]([Cl:29])=[CH:25][C:24]=4[Cl:30])[N:22]=3)=[CH:13][CH:12]=2)=[CH:7][CH:6]=1)([CH3:4])([CH3:3])[CH3:2].[CH3:38][CH2:39][C@@H:40]([NH2:44])[C:41]([OH:43])=[O:42], predict the reaction product.